Dataset: Catalyst prediction with 721,799 reactions and 888 catalyst types from USPTO. Task: Predict which catalyst facilitates the given reaction. Reactant: [Br:1][C:2]1[CH:9]=[C:8](F)[CH:7]=[CH:6][C:3]=1[C:4]#[N:5].[NH2:11][C@@H:12]([C:20]([NH2:22])=[O:21])[CH2:13][C:14]1[CH:19]=[CH:18][CH:17]=[CH:16][CH:15]=1.CCN(C(C)C)C(C)C. Product: [Br:1][C:2]1[CH:9]=[C:8]([NH:11][C@H:12]([CH2:13][C:14]2[CH:19]=[CH:18][CH:17]=[CH:16][CH:15]=2)[C:20]([NH2:22])=[O:21])[CH:7]=[CH:6][C:3]=1[C:4]#[N:5]. The catalyst class is: 16.